The task is: Predict the reaction yield, written as a fraction of the theoretical maximum amount of product (1.0 means a 100% yield; for example, 0.34 means a 34% yield).. This data is from Reaction yield outcomes from USPTO patents with 853,638 reactions. (1) The reactants are [C:1]([C:3]1[C:4]([NH2:9])=[N:5][CH:6]=[CH:7][CH:8]=1)#[CH:2].[F:10][C:11]1[CH:27]=[CH:26][C:14]([CH2:15][C:16]2[O:20][C:19]([CH2:21][C:22](Cl)=[N:23][OH:24])=[CH:18][CH:17]=2)=[CH:13][CH:12]=1.C(N(CC)CC)C. The catalyst is O1CCCC1. The product is [F:10][C:11]1[CH:27]=[CH:26][C:14]([CH2:15][C:16]2[O:20][C:19]([CH2:21][C:22]3[CH:2]=[C:1]([C:3]4[C:4]([NH2:9])=[N:5][CH:6]=[CH:7][CH:8]=4)[O:24][N:23]=3)=[CH:18][CH:17]=2)=[CH:13][CH:12]=1. The yield is 0.0600. (2) The reactants are [Cl:1][C:2]1[CH:3]=[CH:4][C:5]([NH:8][C:9]([C:11]2[CH:16]=[CH:15][CH:14]=[CH:13][C:12]=2[NH:17][C:18]([C:20]2[CH:25]=[CH:24][C:23]([C:26]3[CH:31]=[CH:30][CH:29]=[CH:28][C:27]=3[C:32]#[N:33])=[CH:22][CH:21]=2)=[O:19])=[O:10])=[N:6][CH:7]=1.[BH4-].[Na+]. The catalyst is CN(C=O)C.[Co](Cl)Cl. The product is [NH2:33][CH2:32][C:27]1[CH:28]=[CH:29][CH:30]=[CH:31][C:26]=1[C:23]1[CH:22]=[CH:21][C:20]([C:18]([NH:17][C:12]2[CH:13]=[CH:14][CH:15]=[CH:16][C:11]=2[C:9](=[O:10])[NH:8][C:5]2[CH:4]=[CH:3][C:2]([Cl:1])=[CH:7][N:6]=2)=[O:19])=[CH:25][CH:24]=1. The yield is 0.430. (3) The yield is 0.200. The product is [NH:32]1[CH:33]=[CH:34][CH:35]=[C:31]1[C@@H:22]1[C@@H:21]2[CH2:20][CH2:19][N:18]([C:16]([C@H:11]3[CH2:12][CH2:13][CH2:14][CH2:15][C@H:10]3[NH:9][C:1](=[O:8])[C:2]3[CH:7]=[CH:6][CH:5]=[CH:4][CH:3]=3)=[O:17])[C@@H:30]2[C:29]2[CH:28]=[CH:27][CH:26]=[CH:25][C:24]=2[NH:23]1. The reactants are [C:1]([NH:9][C@@H:10]1[CH2:15][CH2:14][CH2:13][CH2:12][C@@H:11]1[C:16]([N:18]1[C@@H:30]2[C@@H:21]([C@H:22]([C:31]3[N:32](C(OCC4C=CC=CC=4)=O)[CH:33]=[CH:34][CH:35]=3)[NH:23][C:24]3[CH:25]=[CH:26][CH:27]=[CH:28][C:29]=32)[CH2:20][CH2:19]1)=[O:17])(=[O:8])[C:2]1[CH:7]=[CH:6][CH:5]=[CH:4][CH:3]=1. The catalyst is CO.[Pd]. (4) The reactants are [C:1]1([C:7]2[C:18]3[CH:17]=[C:16]4[C:12]([CH2:13][CH2:14][CH2:15]4)=[CH:11][C:10]=3[CH2:9][CH:8]=2)[CH:6]=[CH:5][CH:4]=[CH:3][CH:2]=1.[Li][Li].[Si:21]([CH3:25])([CH3:24])(Cl)[Cl:22]. The catalyst is C1COCC1. The product is [Cl:22][Si:21]([CH3:25])([CH3:24])[CH:9]1[C:10]2[C:18](=[CH:17][C:16]3[CH2:15][CH2:14][CH2:13][C:12]=3[CH:11]=2)[C:7]([C:1]2[CH:6]=[CH:5][CH:4]=[CH:3][CH:2]=2)=[CH:8]1. The yield is 0.911. (5) The reactants are [CH:1]1([C:7]2[C:15]3[C:10](=[CH:11][C:12]([C:16]([OH:18])=[O:17])=[CH:13][CH:14]=3)[NH:9][CH:8]=2)[CH2:6][CH2:5][CH2:4][CH2:3][CH2:2]1.[C:19](=O)([O-])[O-].[K+].[K+].IC.Cl. The catalyst is O.CN(C=O)C. The product is [CH:1]1([C:7]2[C:15]3[C:10](=[CH:11][C:12]([C:16]([O:18][CH3:19])=[O:17])=[CH:13][CH:14]=3)[NH:9][CH:8]=2)[CH2:2][CH2:3][CH2:4][CH2:5][CH2:6]1. The yield is 0.900. (6) The reactants are [NH2:1][C:2]1[CH:7]=[CH:6][C:5]([C:8]2[N:9]([CH:20]3[CH2:23][CH2:22][CH2:21]3)[C:10]3[C:15]([C:16]=2[C:17]#[N:18])=[CH:14][CH:13]=[C:12]([OH:19])[CH:11]=3)=[CH:4][CH:3]=1.C([O-])([O-])=O.[K+].[K+].C(C(C)=O)C.[CH3:35][O:36][CH2:37][CH2:38]Br. The catalyst is CN(C=O)C. The product is [NH2:1][C:2]1[CH:7]=[CH:6][C:5]([C:8]2[N:9]([CH:20]3[CH2:21][CH2:22][CH2:23]3)[C:10]3[C:15]([C:16]=2[C:17]#[N:18])=[CH:14][CH:13]=[C:12]([O:19][CH2:38][CH2:37][O:36][CH3:35])[CH:11]=3)=[CH:4][CH:3]=1. The yield is 0.817. (7) The reactants are [CH2:1]([N:8]1[CH2:13][CH2:12][N:11]([CH2:14][CH2:15][CH2:16][N:17]2C(=O)C3C(=CC=CC=3)C2=O)[CH2:10][CH2:9]1)[C:2]1[CH:7]=[CH:6][CH:5]=[CH:4][CH:3]=1.O.NN. The catalyst is C(O)C. The product is [CH2:1]([N:8]1[CH2:9][CH2:10][N:11]([CH2:14][CH2:15][CH2:16][NH2:17])[CH2:12][CH2:13]1)[C:2]1[CH:3]=[CH:4][CH:5]=[CH:6][CH:7]=1. The yield is 0.390.